Dataset: Reaction yield outcomes from USPTO patents with 853,638 reactions. Task: Predict the reaction yield, written as a fraction of the theoretical maximum amount of product (1.0 means a 100% yield; for example, 0.34 means a 34% yield). (1) The yield is 0.780. The product is [C:14]([O:13][C:11](=[O:12])[NH:1][CH2:2][CH:3]([OH:4])[C:5]1[CH:10]=[CH:9][CH:8]=[CH:7][CH:6]=1)([CH3:17])([CH3:16])[CH3:15]. The catalyst is CN(C=O)C. The reactants are [NH2:1][CH2:2][CH:3]([C:5]1[CH:10]=[CH:9][CH:8]=[CH:7][CH:6]=1)[OH:4].[C:11](O[C:11]([O:13][C:14]([CH3:17])([CH3:16])[CH3:15])=[O:12])([O:13][C:14]([CH3:17])([CH3:16])[CH3:15])=[O:12].C(OCC)(=O)C.O. (2) The reactants are [CH2:1]([O:3][C:4]([C:6]1[C:7]([CH3:13])=[N:8][NH:9][C:10]=1[NH:11][CH3:12])=[O:5])[CH3:2].[OH-].[Na+].I[CH3:17]. The catalyst is CO. The product is [CH2:1]([O:3][C:4]([C:6]1[C:7]([CH3:13])=[N:8][N:9]([CH3:17])[C:10]=1[NH:11][CH3:12])=[O:5])[CH3:2]. The yield is 0.310. (3) The reactants are Cl[C:2]1[C:3]([NH:16][CH2:17][CH:18]2[CH2:23][CH2:22][O:21][CH2:20][CH2:19]2)=[N:4][C:5]([C:8]2[C:13]([Cl:14])=[CH:12][N:11]=[C:10]([F:15])[CH:9]=2)=[CH:6][N:7]=1.[CH2:24](B(O)O)[CH3:25].C(=O)([O-])[O-].[Na+].[Na+].C(Cl)Cl. The catalyst is COCCOC.C1C=CC(P(C2C=CC=CC=2)[C-]2C=CC=C2)=CC=1.C1C=CC(P(C2C=CC=CC=2)[C-]2C=CC=C2)=CC=1.Cl[Pd]Cl.[Fe+2]. The product is [Cl:14][C:13]1[C:8]([C:5]2[N:4]=[C:3]([NH:16][CH2:17][CH:18]3[CH2:23][CH2:22][O:21][CH2:20][CH2:19]3)[C:2]([CH2:24][CH3:25])=[N:7][CH:6]=2)=[CH:9][C:10]([F:15])=[N:11][CH:12]=1. The yield is 0.140. (4) The reactants are [F:1][C:2]1[CH:7]=[CH:6][C:5]([CH:8]2[C:12]3[C:13]([CH3:20])=[C:14]([NH2:19])[C:15]([CH3:18])=[C:16]([CH3:17])[C:11]=3[O:10][C:9]2([CH3:22])[CH3:21])=[CH:4][CH:3]=1.[F:23][C:24]1[CH:32]=[CH:31][C:27]([C:28](Cl)=[O:29])=[CH:26][CH:25]=1. The catalyst is C(OCC)(=O)C.CCCCCC. The product is [F:23][C:24]1[CH:32]=[CH:31][C:27]([C:28]([NH:19][C:14]2[C:15]([CH3:18])=[C:16]([CH3:17])[C:11]3[O:10][C:9]([CH3:22])([CH3:21])[CH:8]([C:5]4[CH:6]=[CH:7][C:2]([F:1])=[CH:3][CH:4]=4)[C:12]=3[C:13]=2[CH3:20])=[O:29])=[CH:26][CH:25]=1. The yield is 0.750. (5) The reactants are [C:1]([O:5][C:6]([NH:8][CH:9]([CH2:13][C:14]1[N:15]=[CH:16][N:17]([C:19]([C:32]2[CH:37]=[CH:36][CH:35]=[CH:34][CH:33]=2)([C:26]2[CH:31]=[CH:30][CH:29]=[CH:28][CH:27]=2)[C:20]2[CH:25]=[CH:24][CH:23]=[CH:22][CH:21]=2)[CH:18]=1)[C:10]([OH:12])=O)=[O:7])([CH3:4])([CH3:3])[CH3:2].CCN(C(C)C)C(C)C.F[P-](F)(F)(F)(F)F.N1(O[P+](N(C)C)(N(C)C)N(C)C)C2C=CC=CC=2N=N1.Cl.[CH3:75][NH:76][O:77][CH3:78]. The catalyst is CN(C=O)C. The product is [C:1]([O:5][C:6](=[O:7])[NH:8][CH:9]([C:10](=[O:12])[N:76]([O:77][CH3:78])[CH3:75])[CH2:13][C:14]1[N:15]=[CH:16][N:17]([C:19]([C:20]2[CH:21]=[CH:22][CH:23]=[CH:24][CH:25]=2)([C:26]2[CH:27]=[CH:28][CH:29]=[CH:30][CH:31]=2)[C:32]2[CH:37]=[CH:36][CH:35]=[CH:34][CH:33]=2)[CH:18]=1)([CH3:4])([CH3:3])[CH3:2]. The yield is 0.904. (6) The reactants are [Cl:1][C:2]1[C:3]([CH3:12])=[CH:4][C:5]([OH:11])=[C:6]([C:8](=[O:10])[CH3:9])[CH:7]=1.[I:13]N1C(=O)CCC1=O.O. The catalyst is C(O)(=O)C. The product is [Cl:1][C:2]1[C:3]([CH3:12])=[C:4]([I:13])[C:5]([OH:11])=[C:6]([C:8](=[O:10])[CH3:9])[CH:7]=1. The yield is 0.970.